The task is: Regression. Given a peptide amino acid sequence and an MHC pseudo amino acid sequence, predict their binding affinity value. This is MHC class II binding data.. This data is from Peptide-MHC class II binding affinity with 134,281 pairs from IEDB. (1) The peptide sequence is GPVFTFLAYLVLDPL. The MHC is HLA-DQA10301-DQB10302 with pseudo-sequence HLA-DQA10301-DQB10302. The binding affinity (normalized) is 0.146. (2) The peptide sequence is YDKFSANVSTVLTGK. The MHC is DRB1_1001 with pseudo-sequence DRB1_1001. The binding affinity (normalized) is 0.497. (3) The peptide sequence is AFKVAATAANAAP. The MHC is DRB1_0405 with pseudo-sequence DRB1_0405. The binding affinity (normalized) is 0.613. (4) The peptide sequence is RYLEFEALGFLNEDH. The MHC is HLA-DQA10501-DQB10402 with pseudo-sequence HLA-DQA10501-DQB10402. The binding affinity (normalized) is 0.291. (5) The peptide sequence is ATPEAKYDAYVATLS. The MHC is DRB1_0101 with pseudo-sequence DRB1_0101. The binding affinity (normalized) is 0.392. (6) The peptide sequence is EKKYFAATQFEPYAA. The MHC is HLA-DQA10501-DQB10201 with pseudo-sequence HLA-DQA10501-DQB10201. The binding affinity (normalized) is 0.382.